Dataset: Forward reaction prediction with 1.9M reactions from USPTO patents (1976-2016). Task: Predict the product of the given reaction. (1) The product is: [OH:3][C:4]1[CH:5]=[C:6]([C:11]2[N:12]=[C:13]3[C:18](=[N:19][C:20]=2[C:21]2[CH:26]=[CH:25][C:24]([OH:27])=[C:23]([OH:28])[CH:22]=2)[N:17]=[C:16]([NH2:29])[N:15]=[C:14]3[NH2:30])[CH:7]=[CH:8][C:9]=1[OH:10]. Given the reactants Cl.Cl.[OH:3][C:4]1[CH:5]=[C:6]([C:11]2[N:12]=[C:13]3[C:18](=[N:19][C:20]=2[C:21]2[CH:26]=[CH:25][C:24]([OH:27])=[C:23]([OH:28])[CH:22]=2)[N:17]=[C:16]([NH2:29])[N:15]=[C:14]3[NH2:30])[CH:7]=[CH:8][C:9]=1[OH:10].C([O-])(O)=O.[Na+], predict the reaction product. (2) Given the reactants [Cl:1][C:2]1[CH:3]=[CH:4][C:5]2[N:6]([CH:8]=[C:9]([C:11]3[CH:12]=[CH:13][C:14]([CH2:18][CH3:19])=[C:15]([CH:17]=3)[NH2:16])[N:10]=2)[N:7]=1.C(#N)C.N1C=CC=CC=1.[CH3:29][C:30]([CH3:35])([CH3:34])[C:31](Cl)=[O:32], predict the reaction product. The product is: [Cl:1][C:2]1[CH:3]=[CH:4][C:5]2[N:6]([CH:8]=[C:9]([C:11]3[CH:12]=[CH:13][C:14]([CH2:18][CH3:19])=[C:15]([NH:16][C:31](=[O:32])[C:30]([CH3:35])([CH3:34])[CH3:29])[CH:17]=3)[N:10]=2)[N:7]=1. (3) Given the reactants [NH2:1][C:2]1[N:7]=[CH:6][N:5]=[C:4]2[N:8]([CH:19]([C:21]3[O:22][C:23]4[C:28]([C:29](=[O:37])[C:30]=3[C:31]3[CH:36]=[CH:35][CH:34]=[CH:33][CH:32]=3)=[CH:27][CH:26]=[CH:25][CH:24]=4)[CH3:20])[N:9]=[C:10]([C:11]3[CH:16]=[CH:15][CH:14]=[C:13]([O:17]C)[CH:12]=3)[C:3]=12, predict the reaction product. The product is: [NH2:1][C:2]1[N:7]=[CH:6][N:5]=[C:4]2[N:8]([CH:19]([C:21]3[O:22][C:23]4[C:28]([C:29](=[O:37])[C:30]=3[C:31]3[CH:32]=[CH:33][CH:34]=[CH:35][CH:36]=3)=[CH:27][CH:26]=[CH:25][CH:24]=4)[CH3:20])[N:9]=[C:10]([C:11]3[CH:16]=[CH:15][CH:14]=[C:13]([OH:17])[CH:12]=3)[C:3]=12. (4) Given the reactants [C:1]([CH:5]1[CH2:8][CH:7]([CH2:9][O:10][CH3:11])[CH2:6]1)#[C:2][C:3]#[CH:4].[OH:12]/[N:13]=[CH:14]/[CH2:15][CH2:16][C@@:17]([CH3:32])([S:28]([CH3:31])(=[O:30])=[O:29])[C:18]([O:20][CH2:21][C:22]1[CH:27]=[CH:26][CH:25]=[CH:24][CH:23]=1)=[O:19].[O-]Cl=O.[Na+], predict the reaction product. The product is: [CH3:11][O:10][CH2:9][CH:7]1[CH2:8][CH:5]([C:1]#[C:2][C:3]2[O:12][N:13]=[C:14]([CH2:15][CH2:16][C@@:17]([CH3:32])([S:28]([CH3:31])(=[O:30])=[O:29])[C:18]([O:20][CH2:21][C:22]3[CH:27]=[CH:26][CH:25]=[CH:24][CH:23]=3)=[O:19])[CH:4]=2)[CH2:6]1.